From a dataset of Reaction yield outcomes from USPTO patents with 853,638 reactions. Predict the reaction yield, written as a fraction of the theoretical maximum amount of product (1.0 means a 100% yield; for example, 0.34 means a 34% yield). (1) The reactants are [O:1]=[C:2]1[C:11]2[CH:10]=[CH:9][CH:8]=[C:7]3[NH:12][CH:13]([C:21]4[CH:28]=[CH:27][C:24]([CH:25]=O)=[CH:23][CH:22]=4)[CH:14]([C:15]4[CH:20]=[CH:19][CH:18]=[CH:17][CH:16]=4)[C:5]([C:6]=23)=[N:4][NH:3]1.[BH4-].[Na+].[CH3:31][NH2:32]. No catalyst specified. The product is [CH3:31][NH:32][CH2:25][C:24]1[CH:23]=[CH:22][C:21]([CH:13]2[NH:12][C:7]3[C:6]4[C:5](=[N:4][NH:3][C:2](=[O:1])[C:11]=4[CH:10]=[CH:9][CH:8]=3)[CH:14]2[C:15]2[CH:20]=[CH:19][CH:18]=[CH:17][CH:16]=2)=[CH:28][CH:27]=1. The yield is 0.190. (2) The reactants are Cl.Cl.[NH2:3][CH:4]1[CH2:9][CH2:8][N:7]([CH2:10][CH2:11][N:12]2[C:21]3[C:16](=[CH:17][CH:18]=[C:19]([F:22])[CH:20]=3)[N:15]=[CH:14][C:13]2=[O:23])[CH2:6][CH2:5]1.[O:24]1[C:33]2[C:28](=[N:29][CH:30]=[C:31]([CH:34]=O)[CH:32]=2)[O:27][CH2:26][CH2:25]1.[C:46]([O:45][BH-]([O:45][C:46](=[O:48])[CH3:47])[O:45][C:46](=[O:48])[CH3:47])(=[O:48])[CH3:47].[Na+].[C:50]([O:53][BH-]([O:53][C:50](=[O:52])[CH3:51])[O:53][C:50](=[O:52])[CH3:51])(=[O:52])[CH3:51].C(=O)(O)[O-].[Na+]. The catalyst is CO.C(O[BH-](OC(=O)C)OC(=O)C)(=O)C.[Na+].C(N(CC)CC)C.C(Cl)(Cl)Cl. The product is [C:46]([OH:45])(=[O:48])/[CH:47]=[CH:51]/[C:50]([OH:53])=[O:52].[O:24]1[C:33]2[C:28](=[N:29][CH:30]=[C:31]([CH2:34][NH:3][CH:4]3[CH2:5][CH2:6][N:7]([CH2:10][CH2:11][N:12]4[C:21]5[C:16](=[CH:17][CH:18]=[C:19]([F:22])[CH:20]=5)[N:15]=[CH:14][C:13]4=[O:23])[CH2:8][CH2:9]3)[CH:32]=2)[O:27][CH2:26][CH2:25]1. The yield is 0.270. (3) The reactants are C([NH:8][CH:9]1[CH2:14][CH2:13][C:12]([OH:18])([C:15]([OH:17])=[O:16])[CH2:11][CH2:10]1)C1C=CC=CC=1. The catalyst is [Pd].CCO. The product is [NH2:8][CH:9]1[CH2:14][CH2:13][C:12]([OH:18])([C:15]([OH:17])=[O:16])[CH2:11][CH2:10]1. The yield is 1.00. (4) The reactants are [O:1]=[C:2]1[C:6]2([CH2:11][CH2:10][NH:9][CH2:8][CH2:7]2)[N:5]([C:12]2[CH:17]=[CH:16][CH:15]=[CH:14][CH:13]=2)[CH2:4][N:3]1[CH2:18][C:19]1[CH:31]=[CH:30][CH:29]=[CH:28][C:20]=1[C:21]([O:23][C:24]([CH3:27])([CH3:26])[CH3:25])=[O:22].[I-].[Na+].C(=O)([O-])[O-].[K+].[K+].Cl[CH2:41][CH2:42][CH2:43][N:44]1[C:52]2[C:47](=[CH:48][CH:49]=[CH:50][CH:51]=2)[C:46]([F:54])([CH3:53])[C:45]1=[O:55]. The catalyst is CC(=O)CC. The product is [F:54][C:46]1([CH3:53])[C:47]2[C:52](=[CH:51][CH:50]=[CH:49][CH:48]=2)[N:44]([CH2:43][CH2:42][CH2:41][N:9]2[CH2:8][CH2:7][C:6]3([N:5]([C:12]4[CH:13]=[CH:14][CH:15]=[CH:16][CH:17]=4)[CH2:4][N:3]([CH2:18][C:19]4[CH:31]=[CH:30][CH:29]=[CH:28][C:20]=4[C:21]([O:23][C:24]([CH3:27])([CH3:25])[CH3:26])=[O:22])[C:2]3=[O:1])[CH2:11][CH2:10]2)[C:45]1=[O:55]. The yield is 0.440. (5) The reactants are [O:1]=[C:2]1[CH:6]=[C:5]([C@@H:7]2[CH2:12][CH2:11][N:10](C(OC)=O)[C@@H:9]([CH2:17][C:18]3[CH:23]=[CH:22][C:21]([O:24][C:25]([F:28])([F:27])[F:26])=[CH:20][CH:19]=3)[CH2:8]2)[O:4][NH:3]1.Br. No catalyst specified. The product is [F:28][C:25]([F:26])([F:27])[O:24][C:21]1[CH:22]=[CH:23][C:18]([CH2:17][C@H:9]2[CH2:8][C@H:7]([C:5]3[O:4][NH:3][C:2](=[O:1])[CH:6]=3)[CH2:12][CH2:11][NH:10]2)=[CH:19][CH:20]=1. The yield is 0.388. (6) The reactants are Br.[CH3:2][O:3][C:4](=[O:23])[C:5]1[C:10]([NH:11][C:12]2[CH:17]=[CH:16][C:15]([Br:18])=[CH:14][C:13]=2[F:19])=[C:9]([F:20])[C:8]([O:21]C)=[N:7][CH:6]=1.C(O)(=O)C. The catalyst is O. The product is [CH3:2][O:3][C:4]([C:5]1[C:10]([NH:11][C:12]2[CH:17]=[CH:16][C:15]([Br:18])=[CH:14][C:13]=2[F:19])=[C:9]([F:20])[C:8](=[O:21])[NH:7][CH:6]=1)=[O:23]. The yield is 0.970. (7) The reactants are [CH3:1][C:2]1([CH3:22])[NH:7][C:6]2[CH:8]=[C:9]([C:11]3[CH:16]=[CH:15][N:14]=[C:13](S(C)(=O)=O)[N:12]=3)[S:10][C:5]=2[C:4](=[O:21])[NH:3]1.[NH3:23].CO. The catalyst is O1CCOCC1. The product is [NH2:23][C:13]1[N:12]=[C:11]([C:9]2[S:10][C:5]3[C:4](=[O:21])[NH:3][C:2]([CH3:22])([CH3:1])[NH:7][C:6]=3[CH:8]=2)[CH:16]=[CH:15][N:14]=1. The yield is 0.530. (8) The reactants are O1C2C=CC=CC=2N=C1.NC1C(O)=CC=CC=1C.C(OC1C=C(CO)C(OCCCCCC)=CC=1C=O)CCCCC.NC1C=C(C(C)(C)C)C=CC=1O.[CH3:55][C:56]1[C:61]2[N:62]=[C:63]([C:65]3[C:72]([O:73][CH2:74][CH2:75][CH2:76][CH2:77][CH2:78][CH3:79])=[CH:71][C:68]([CH:69]=[O:70])=[C:67]([O:80][CH2:81][CH2:82][CH2:83][CH2:84][CH2:85][CH3:86])[CH:66]=3)[O:64][C:60]=2[CH:59]=[CH:58][CH:57]=1. No catalyst specified. The product is [CH3:55][C:56]1[C:61]2[N:62]=[C:63]([C:65]3[CH:66]=[C:67]([O:80][CH2:81][CH2:82][CH2:83][CH2:84][CH2:85][CH3:86])[C:68]([CH2:69][OH:70])=[CH:71][C:72]=3[O:73][CH2:74][CH2:75][CH2:76][CH2:77][CH2:78][CH3:79])[O:64][C:60]=2[CH:59]=[CH:58][CH:57]=1. The yield is 0.710.